Dataset: Experimentally validated miRNA-target interactions with 360,000+ pairs, plus equal number of negative samples. Task: Binary Classification. Given a miRNA mature sequence and a target amino acid sequence, predict their likelihood of interaction. (1) The miRNA is hsa-miR-520d-3p with sequence AAAGUGCUUCUCUUUGGUGGGU. The protein sequence of the target gene is MLARKSIIPEEYVLARIAAENLRKPRIRDRLPKARFIAKSGACNLAHKNIREQGRFLQDIFTTLVDLKWRHTLVIFTMSFLCSWLLFAIMWWLVAFAHGDIYAYMEKSGMEKSGLESTVCVTNVRSFTSAFLFSIEVQVTIGFGGRMMTEECPLAITVLILQNIVGLIINAVMLGCIFMKTAQAHRRAETLIFSRHAVIAVRNGKLCFMFRVGDLRKSMIISASVRIQVVKKTTTPEGEVVPIHQLDIPVDNPIESNNIFLVAPLIICHVIDKRSPLYDISATDLANQDLEVIVILEGVV.... Result: 1 (interaction). (2) The miRNA is mmu-miR-290a-5p with sequence ACUCAAACUAUGGGGGCACUUU. The protein sequence of the target gene is MSTGVPSGSSAATGSNRRLQQTQNQVDEVVDIMRVNVDKVLERDQKLSELDDRADALQAGASQFETSAAKLKRKYWWKNCKMWAIGISVLVIIVIIIIVWCVS. Result: 1 (interaction). (3) The miRNA is hsa-miR-4455 with sequence AGGGUGUGUGUGUUUUU. The protein sequence of the target gene is MIETYNQTSPRSAATGLPISMKIFMYLLTVFLITQMIGSALFAVYLHRRLDKIEDERNLHEDFVFMKTIQRCNTGERSLSLLNCEEIKSQFEGFVKDIMLNKEETKKENSFEMQKGDQNPQIAAHVISEASSKTTSVLQWAEKGYYTMSNNLVTLENGKQLTVKRQGLYYIYAQVTFCSNREASSQAPFIASLCLKSPGRFERILLRAANTHSSAKPCGQQSIHLGGVFELQPGASVFVNVTDPSQVSHGTGFTSFGLLKL. Result: 1 (interaction). (4) The miRNA is hsa-miR-3659 with sequence UGAGUGUUGUCUACGAGGGCA. The protein sequence of the target gene is MAPPPAPLLAPRPGETRPGCRKPGTVSFADVAVYFSPEEWGCLRPAQRALYRDVMQETYGHLGALGFPGPKPALISWMEQESEAWSPAAQDPEKGERLGGARRGDVPNRKEEEPEEVPRAKGPRKAPVKESPEVLVERNPDPAISVAPARAQPPKNAAWDPTTGAQPPAPIPSMDAQAGQRRHVCTDCGRRFTYPSLLVSHRRMHSGERPFPCPECGMRFKRKFAVEAHQWIHRSCSGGRRGRRPGIRAVPRAPVRGDRDPPVLFRHYPDIFEECG. Result: 0 (no interaction).